From a dataset of Forward reaction prediction with 1.9M reactions from USPTO patents (1976-2016). Predict the product of the given reaction. (1) Given the reactants [CH:1]1([C:9]([N:11]2[CH2:16][CH2:15][N:14]([CH:17]3[CH2:20][CH2:19][CH2:18]3)[CH2:13][CH2:12]2)=[O:10])[C:3]2([CH2:8][CH2:7][NH:6][CH2:5][CH2:4]2)[CH2:2]1.Br[C:22]1[CH:31]=[CH:30][C:25]([C:26]([O:28][CH3:29])=[O:27])=[CH:24][CH:23]=1, predict the reaction product. The product is: [CH3:29][O:28][C:26](=[O:27])[C:25]1[CH:30]=[CH:31][C:22]([N:6]2[CH2:7][CH2:8][C:3]3([CH:1]([C:9]([N:11]4[CH2:16][CH2:15][N:14]([CH:17]5[CH2:18][CH2:19][CH2:20]5)[CH2:13][CH2:12]4)=[O:10])[CH2:2]3)[CH2:4][CH2:5]2)=[CH:23][CH:24]=1. (2) Given the reactants [OH:1][C:2]1[CH:10]=[C:9]([NH:11][S:12]([C:15]2[CH:16]=[C:17]([C:25]3[CH:30]=[CH:29][CH:28]=[CH:27][C:26]=3[OH:31])[CH:18]=[C:19]([C:21]([F:24])([F:23])[F:22])[CH:20]=2)(=[O:14])=[O:13])[CH:8]=[CH:7][C:3]=1[C:4]([OH:6])=[O:5].[C:32](N1C=CN=C1)(N1C=CN=C1)=O.CO.N1C=CC=CC=1, predict the reaction product. The product is: [OH:1][C:2]1[CH:10]=[C:9]([NH:11][S:12]([C:15]2[CH:16]=[C:17]([C:25]3[CH:30]=[CH:29][CH:28]=[CH:27][C:26]=3[OH:31])[CH:18]=[C:19]([C:21]([F:24])([F:22])[F:23])[CH:20]=2)(=[O:14])=[O:13])[CH:8]=[CH:7][C:3]=1[C:4]([O:6][CH3:32])=[O:5]. (3) The product is: [CH3:62][O:61][C:60](=[O:63])[NH:59][C@@H:55]([CH:56]([CH3:58])[CH3:57])[C:54](=[O:64])[N:50]1[CH2:51][CH2:52][CH2:53][C@@:49]1([C:65](=[O:67])[NH2:66])[C:46]1[CH:47]=[CH:48][C:43]([C@@H:11]2[N:10]([C:2]3[S:1][C:5]4[CH2:6][CH2:7][CH2:8][CH2:9][C:4]=4[N:3]=3)[C@@H:14]([C:15]3[CH:20]=[CH:19][C:18]([C@:21]4([C:37](=[O:39])[NH2:38])[CH2:25][CH2:24][CH2:23][N:22]4[C:26](=[O:36])[C@@H:27]([NH:31][C:32](=[O:35])[O:33][CH3:34])[CH:28]([CH3:30])[CH3:29])=[C:17]([NH2:40])[CH:16]=3)[CH2:13][CH2:12]2)=[CH:44][C:45]=1[NH2:68]. Given the reactants [S:1]1[C:5]2[CH2:6][CH2:7][CH2:8][CH2:9][C:4]=2[N:3]=[C:2]1[N:10]1[C@@H:14]([C:15]2[CH:20]=[CH:19][C:18]([C@:21]3([C:37](=[O:39])[NH2:38])[CH2:25][CH2:24][CH2:23][N:22]3[C:26](=[O:36])[C@@H:27]([NH:31][C:32](=[O:35])[O:33][CH3:34])[CH:28]([CH3:30])[CH3:29])=[C:17]([N+:40]([O-])=O)[CH:16]=2)[CH2:13][CH2:12][C@@H:11]1[C:43]1[CH:48]=[CH:47][C:46]([C@:49]2([C:65](=[O:67])[NH2:66])[CH2:53][CH2:52][CH2:51][N:50]2[C:54](=[O:64])[C@@H:55]([NH:59][C:60](=[O:63])[O:61][CH3:62])[CH:56]([CH3:58])[CH3:57])=[C:45]([N+:68]([O-])=O)[CH:44]=1, predict the reaction product.